From a dataset of Reaction yield outcomes from USPTO patents with 853,638 reactions. Predict the reaction yield, written as a fraction of the theoretical maximum amount of product (1.0 means a 100% yield; for example, 0.34 means a 34% yield). (1) The reactants are [CH2:1]([N:8]1[C:16]2[C:11](=[CH:12][C:13]([O:17]C)=[CH:14][CH:15]=2)[CH:10]([CH3:19])[CH2:9]1)[C:2]1[CH:7]=[CH:6][CH:5]=[CH:4][CH:3]=1.Br.C(O)(=O)C.C([O-])(O)=O.[Na+]. No catalyst specified. The product is [CH2:1]([N:8]1[C:16]2[C:11](=[CH:12][C:13]([OH:17])=[CH:14][CH:15]=2)[CH:10]([CH3:19])[CH2:9]1)[C:2]1[CH:3]=[CH:4][CH:5]=[CH:6][CH:7]=1. The yield is 0.800. (2) The reactants are [Cl:1][C:2]1[CH:10]=[C:9]2[C:5]([C:6]([C:11]([O:13][CH3:14])=[O:12])=[CH:7][NH:8]2)=[CH:4][C:3]=1B1OCC(C)(C)CO1.Br[C:24]1[CH:29]=[CH:28][C:27]([C:30]2([OH:34])[CH2:33][CH2:32][CH2:31]2)=[C:26]([F:35])[CH:25]=1.C(=O)([O-])[O-].[K+].[K+].C1(C)C=CC=CC=1. The catalyst is C(OCC)(=O)C.C1C=CC(P(C2C=CC=CC=2)[C-]2C=CC=C2)=CC=1.C1C=CC(P(C2C=CC=CC=2)[C-]2C=CC=C2)=CC=1.Cl[Pd]Cl.[Fe+2].ClCCl.C(O)C. The product is [Cl:1][C:2]1[CH:10]=[C:9]2[C:5]([C:6]([C:11]([O:13][CH3:14])=[O:12])=[CH:7][NH:8]2)=[CH:4][C:3]=1[C:24]1[CH:29]=[CH:28][C:27]([C:30]2([OH:34])[CH2:31][CH2:32][CH2:33]2)=[C:26]([F:35])[CH:25]=1. The yield is 0.560.